The task is: Predict which catalyst facilitates the given reaction.. This data is from Catalyst prediction with 721,799 reactions and 888 catalyst types from USPTO. (1) Reactant: C[Si]([N-][Si](C)(C)C)(C)C.[K+].[CH2:11]([O:13][C:14](=[O:30])[CH2:15]P(OCC(F)(F)F)(OCC(F)(F)F)=O)[CH3:12].C1OCCOCCOCCOCCOCCOC1.[C:49]1([CH3:57])[CH:54]=[CH:53][CH:52]=[C:51]([CH:55]=O)[CH:50]=1. Product: [CH2:11]([O:13][C:14](=[O:30])[CH:15]=[CH:57][C:49]1[CH:50]=[C:51]([CH3:55])[CH:52]=[CH:53][CH:54]=1)[CH3:12]. The catalyst class is: 1. (2) Reactant: [C:1]([O:5][C@@H:6]([C:12]1[C:13]([CH3:48])=[N:14][C:15]2[N:16]([N:31]=[C:32]([C:34](=O)[NH:35][CH2:36][C:37](=O)[CH2:38][C:39]3[CH:44]=[CH:43][C:42]([F:45])=[CH:41][CH:40]=3)[CH:33]=2)[C:17]=1[N:18]1[CH2:23][CH2:22][C:21](O)([C:24]2[CH:29]=[CH:28][CH:27]=[CH:26][CH:25]=2)[CH2:20][CH2:19]1)[C:7]([O:9]CC)=[O:8])([CH3:4])([CH3:3])[CH3:2].COC1C=CC(P2(SP(C3C=CC(OC)=CC=3)(=S)S2)=[S:58])=CC=1. Product: [C:1]([O:5][C@@H:6]([C:12]1[C:13]([CH3:48])=[N:14][C:15]2[N:16]([N:31]=[C:32]([C:34]3[S:58][C:37]([CH2:38][C:39]4[CH:44]=[CH:43][C:42]([F:45])=[CH:41][CH:40]=4)=[CH:36][N:35]=3)[CH:33]=2)[C:17]=1[N:18]1[CH2:23][CH2:22][C:21]([C:24]2[CH:29]=[CH:28][CH:27]=[CH:26][CH:25]=2)=[CH:20][CH2:19]1)[C:7]([OH:9])=[O:8])([CH3:4])([CH3:3])[CH3:2]. The catalyst class is: 11. (3) Reactant: Br[C:2]1[CH:3]=[CH:4][C:5]2[O:11][CH2:10][CH2:9][N:8]3[CH:12]=[C:13]([C:15]4[N:19]([CH:20]([CH3:22])[CH3:21])[N:18]=[C:17]([NH2:23])[N:16]=4)[N:14]=[C:7]3[C:6]=2[CH:24]=1.[N:25]1[CH:30]=[C:29](B(O)O)[CH:28]=[N:27][CH:26]=1.C([O-])([O-])=O.[Cs+].[Cs+].O. Product: [CH:20]([N:19]1[C:15]([C:13]2[N:14]=[C:7]3[C:6]4[CH:24]=[C:2]([C:29]5[CH:30]=[N:25][CH:26]=[N:27][CH:28]=5)[CH:3]=[CH:4][C:5]=4[O:11][CH2:10][CH2:9][N:8]3[CH:12]=2)=[N:16][C:17]([NH2:23])=[N:18]1)([CH3:22])[CH3:21]. The catalyst class is: 12. (4) Reactant: [F:1][C:2]1([C:12]2[S:13][CH:14]=[CH:15][N:16]=2)[CH2:11][CH2:10][C:5]2(OCC[O:6]2)[CH2:4][CH2:3]1.Cl. Product: [F:1][C:2]1([C:12]2[S:13][CH:14]=[CH:15][N:16]=2)[CH2:3][CH2:4][C:5](=[O:6])[CH2:10][CH2:11]1. The catalyst class is: 12. (5) Reactant: [CH3:1][C:2]1[CH:7]=[C:6]([N+:8]([O-])=O)[CH:5]=[CH:4][C:3]=1[N:11]1[CH2:16][CH2:15][O:14][CH2:13][CH2:12]1.C1(C)C=CC=CC=1. Product: [CH3:1][C:2]1[CH:7]=[C:6]([NH2:8])[CH:5]=[CH:4][C:3]=1[N:11]1[CH2:16][CH2:15][O:14][CH2:13][CH2:12]1. The catalyst class is: 63. (6) Reactant: Cl.[CH3:2][O:3][C:4](=[O:14])[CH2:5][C:6]1[CH:11]=[CH:10][CH:9]=[C:8]([CH2:12][NH2:13])[CH:7]=1.[CH2:15]([S:18](Cl)(=[O:20])=[O:19])[CH2:16][CH3:17].C(N(CC)C(C)C)(C)C. Product: [CH3:2][O:3][C:4](=[O:14])[CH2:5][C:6]1[CH:11]=[CH:10][CH:9]=[C:8]([CH2:12][NH:13][S:18]([CH2:15][CH2:16][CH3:17])(=[O:20])=[O:19])[CH:7]=1. The catalyst class is: 68. (7) Reactant: [C:1]([O:5][C:6]([NH:8][C@@H:9]([CH3:13])[CH2:10][CH2:11][OH:12])=[O:7])([CH3:4])([CH3:3])[CH3:2].C(N(CC)CC)C.[CH3:21][S:22](Cl)(=[O:24])=[O:23]. The catalyst class is: 2. Product: [S:22]([O:12][CH2:11][CH2:10][C@@H:9]([NH:8][C:6]([O:5][C:1]([CH3:4])([CH3:3])[CH3:2])=[O:7])[CH3:13])(=[O:24])(=[O:23])[CH3:21].